This data is from Reaction yield outcomes from USPTO patents with 853,638 reactions. The task is: Predict the reaction yield, written as a fraction of the theoretical maximum amount of product (1.0 means a 100% yield; for example, 0.34 means a 34% yield). (1) The reactants are [CH:1]1([O:7][C:8]2[CH:15]=[CH:14][CH:13]=[C:12]([N+:16]([O-])=O)[C:9]=2[C:10]#[N:11])[CH2:6][CH2:5][CH2:4][CH2:3][CH2:2]1.CCOC(C)=O. The catalyst is C1COCC1.CC(O)=O.[Fe]. The product is [NH2:16][C:12]1[CH:13]=[CH:14][CH:15]=[C:8]([O:7][CH:1]2[CH2:2][CH2:3][CH2:4][CH2:5][CH2:6]2)[C:9]=1[C:10]#[N:11]. The yield is 0.940. (2) The reactants are [Br:1][C:2]1[CH:7]=[C:6]([CH2:8][OH:9])[C:5]([O:10][CH3:11])=[CH:4][C:3]=1[NH:12][C:13](=[O:15])[CH3:14]. The catalyst is ClCCl. The product is [Br:1][C:2]1[CH:7]=[C:6]([CH:8]=[O:9])[C:5]([O:10][CH3:11])=[CH:4][C:3]=1[NH:12][C:13](=[O:15])[CH3:14]. The yield is 0.740.